Predict which catalyst facilitates the given reaction. From a dataset of Catalyst prediction with 721,799 reactions and 888 catalyst types from USPTO. (1) Reactant: C[Al](C)C.[CH2:5]([NH2:7])[CH3:6].[Si:8]([O:25][CH2:26][C:27]1[C:28]([N:42]2[CH2:47][C@H:46]([CH3:48])[O:45][C@H:44]([CH3:49])[CH2:43]2)=[C:29]([F:41])[C:30]2[O:34][N:33]=[C:32]([C:35](OCC)=[O:36])[C:31]=2[CH:40]=1)([C:21]([CH3:24])([CH3:23])[CH3:22])([C:15]1[CH:20]=[CH:19][CH:18]=[CH:17][CH:16]=1)[C:9]1[CH:14]=[CH:13][CH:12]=[CH:11][CH:10]=1. Product: [Si:8]([O:25][CH2:26][C:27]1[C:28]([N:42]2[CH2:43][C@H:44]([CH3:49])[O:45][C@H:46]([CH3:48])[CH2:47]2)=[C:29]([F:41])[C:30]2[O:34][N:33]=[C:32]([C:35]([NH:7][CH2:5][CH3:6])=[O:36])[C:31]=2[CH:40]=1)([C:21]([CH3:22])([CH3:24])[CH3:23])([C:9]1[CH:14]=[CH:13][CH:12]=[CH:11][CH:10]=1)[C:15]1[CH:16]=[CH:17][CH:18]=[CH:19][CH:20]=1. The catalyst class is: 11. (2) Reactant: [S:1]1[C:5]2[CH:6]=[C:7]([NH:10][C:11]3[N:16]=[CH:15][C:14]([C:17]4[O:18][C:19]([CH:27]([CH3:29])[CH3:28])=[C:20](C(OCC)=O)[N:21]=4)=[C:13]([NH:30][CH:31]([CH3:33])[CH3:32])[CH:12]=3)[CH:8]=[CH:9][C:4]=2[N:3]=[CH:2]1.C[Mg]Br. The catalyst class is: 7. Product: [S:1]1[C:5]2[CH:6]=[C:7]([NH:10][C:11]3[N:16]=[CH:15][C:14]([C:17]4[O:18][C:19]([CH:27]([CH3:29])[CH3:28])=[C:20]([C:19]([OH:18])([CH3:27])[CH3:20])[N:21]=4)=[C:13]([NH:30][CH:31]([CH3:33])[CH3:32])[CH:12]=3)[CH:8]=[CH:9][C:4]=2[N:3]=[CH:2]1. (3) Reactant: Cl[C:2]1[N:7]=[C:6]([N:8]2[CH2:13][CH2:12][O:11][CH2:10][CH2:9]2)[C:5]([C:14]#[C:15][C:16]2[CH:17]=[C:18]([NH:22][C:23](=[O:35])[C@@H:24]([N:26]([CH3:34])[C:27](=[O:33])[O:28][C:29]([CH3:32])([CH3:31])[CH3:30])[CH3:25])[CH:19]=[CH:20][CH:21]=2)=[CH:4][N:3]=1.[NH2:36][CH2:37][CH2:38][C:39]1[CH:44]=[CH:43][N:42]=[CH:41][CH:40]=1.C(=O)([O-])[O-].[Cs+].[Cs+]. Product: [CH3:34][N:26]([C@@H:24]([CH3:25])[C:23]([NH:22][C:18]1[CH:19]=[CH:20][CH:21]=[C:16]([C:15]#[C:14][C:5]2[C:6]([N:8]3[CH2:13][CH2:12][O:11][CH2:10][CH2:9]3)=[N:7][C:2]([NH:36][CH2:37][CH2:38][C:39]3[CH:44]=[CH:43][N:42]=[CH:41][CH:40]=3)=[N:3][CH:4]=2)[CH:17]=1)=[O:35])[C:27](=[O:33])[O:28][C:29]([CH3:31])([CH3:30])[CH3:32]. The catalyst class is: 102.